This data is from Reaction yield outcomes from USPTO patents with 853,638 reactions. The task is: Predict the reaction yield, written as a fraction of the theoretical maximum amount of product (1.0 means a 100% yield; for example, 0.34 means a 34% yield). (1) The reactants are Br[C:2]1[CH:16]=[C:15]2[C:5]([CH2:6][C:7]([CH3:18])([CH3:17])[CH2:8][C:9]32[CH2:13][O:12][C:11]([NH2:14])=[N:10]3)=[CH:4][CH:3]=1.[C:19]([C:21]1[CH:22]=[C:23](B(O)O)[CH:24]=[N:25][CH:26]=1)#[N:20].C([O-])([O-])=O.[Na+].[Na+]. The catalyst is O1CCOCC1.C1C=CC([P]([Pd]([P](C2C=CC=CC=2)(C2C=CC=CC=2)C2C=CC=CC=2)([P](C2C=CC=CC=2)(C2C=CC=CC=2)C2C=CC=CC=2)[P](C2C=CC=CC=2)(C2C=CC=CC=2)C2C=CC=CC=2)(C2C=CC=CC=2)C2C=CC=CC=2)=CC=1. The product is [NH2:14][C:11]1[O:12][CH2:13][C:9]2([C:15]3[C:5](=[CH:4][CH:3]=[C:2]([C:23]4[CH:24]=[N:25][CH:26]=[C:21]([CH:22]=4)[C:19]#[N:20])[CH:16]=3)[CH2:6][C:7]([CH3:18])([CH3:17])[CH2:8]2)[N:10]=1. The yield is 0.150. (2) The reactants are [C:1]([O:5][C:6]([N:8]1[CH2:13][CH2:12][CH:11]([C:14]#[C:15][C:16]2[CH:17]=[C:18]([N:26]([CH2:33][CH3:34])[CH:27]3[CH2:32][CH2:31][O:30][CH2:29][CH2:28]3)[C:19]([CH3:25])=[C:20]([CH:24]=2)[C:21](O)=[O:22])[CH2:10][CH2:9]1)=[O:7])([CH3:4])([CH3:3])[CH3:2].C(N(CC)CC)C.[Cl-].[CH3:43][C:44]1[CH:49]=[C:48]([CH3:50])[NH:47][C:46](=[O:51])[C:45]=1[CH2:52][NH3+:53].C1C=CC2N(O)N=NC=2C=1.C(Cl)CCl. The catalyst is CS(C)=O. The product is [CH3:43][C:44]1[CH:49]=[C:48]([CH3:50])[NH:47][C:46](=[O:51])[C:45]=1[CH2:52][NH:53][C:21]([C:20]1[CH:24]=[C:16]([C:15]#[C:14][CH:11]2[CH2:12][CH2:13][N:8]([C:6]([O:5][C:1]([CH3:3])([CH3:4])[CH3:2])=[O:7])[CH2:9][CH2:10]2)[CH:17]=[C:18]([N:26]([CH2:33][CH3:34])[CH:27]2[CH2:32][CH2:31][O:30][CH2:29][CH2:28]2)[C:19]=1[CH3:25])=[O:22]. The yield is 0.980. (3) The reactants are [Br:1][C:2]1[CH:3]=[C:4]([CH2:9][C:10]([NH:12][NH2:13])=[O:11])[CH:5]=[CH:6][C:7]=1[OH:8].[NH:14]1[C:24]2[C:19](=[CH:20][CH:21]=[CH:22][CH:23]=2)[C:17](=O)[C:15]1=[O:16]. The catalyst is CC(O)=O. The product is [O:16]=[C:15]1[NH:14][C:24]2[C:19](/[C:17]/1=[N:13]/[NH:12][C:10](=[O:11])[CH2:9][C:4]1[CH:5]=[CH:6][C:7]([OH:8])=[C:2]([Br:1])[CH:3]=1)=[CH:20][CH:21]=[CH:22][CH:23]=2. The yield is 0.800. (4) The reactants are [Br:1][C:2]1[CH:7]=[CH:6][C:5]([C:8](=[O:10])[CH3:9])=[CH:4][CH:3]=1.CC(C)([O-])C.[K+].C([O:19][C:20](=O)[C:21]([F:24])([F:23])[F:22])C. The catalyst is C1COCC1. The product is [Br:1][C:2]1[CH:7]=[CH:6][C:5]([C:8](=[O:10])[CH2:9][C:20](=[O:19])[C:21]([F:24])([F:23])[F:22])=[CH:4][CH:3]=1. The yield is 0.953.